Task: Predict the reactants needed to synthesize the given product.. Dataset: Full USPTO retrosynthesis dataset with 1.9M reactions from patents (1976-2016) (1) Given the product [Cl:1][C:2]1[CH:7]=[CH:6][C:5]([CH2:8][CH:9]([NH2:28])[C:10]([CH3:13])([CH3:12])[CH3:11])=[CH:4][C:3]=1[O:15][CH2:16][CH2:17][CH2:18][O:19][CH3:20], predict the reactants needed to synthesize it. The reactants are: [Cl:1][C:2]1[CH:7]=[CH:6][C:5]([CH2:8][C:9](=O)[C:10]([CH3:13])([CH3:12])[CH3:11])=[CH:4][C:3]=1[O:15][CH2:16][CH2:17][CH2:18][O:19][CH3:20].C([O-])(=O)C.[NH4+].[BH3-]C#[N:28].[Na+].[OH-].[Na+]. (2) Given the product [OH:60][CH2:58][CH2:59][CH2:51][CH2:4][N:5]1[CH:9]=[C:8]([C:10]2[CH:11]=[CH:12][C:13]([NH:21][C:22]3[C:27]([C:28]([F:31])([F:30])[F:29])=[CH:26][N:25]=[C:24]([NH:32][C:33]4[CH:47]=[CH:46][C:36]([CH2:37][P:38](=[O:45])([O:42][CH2:43][CH3:44])[O:39][CH2:40][CH3:41])=[CH:35][C:34]=4[O:48][CH3:49])[N:23]=3)=[C:14]3[C:18]=2[CH2:17][N:16]([CH3:19])[C:15]3=[O:20])[CH:7]=[N:6]1, predict the reactants needed to synthesize it. The reactants are: OCC[CH2:4][N:5]1[CH:9]=[C:8]([C:10]2[CH:11]=[CH:12][C:13]([NH:21][C:22]3[C:27]([C:28]([F:31])([F:30])[F:29])=[CH:26][N:25]=[C:24]([NH:32][C:33]4[CH:47]=[CH:46][C:36]([CH2:37][P:38](=[O:45])([O:42][CH2:43][CH3:44])[O:39][CH2:40][CH3:41])=[CH:35][C:34]=4[O:48][CH3:49])[N:23]=3)=[C:14]3[C:18]=2[CH2:17][N:16]([CH3:19])[C:15]3=[O:20])[CH:7]=[N:6]1.N[C:51]1C=CC(C2C=NN(CCCCO)C=2)=C2[C:59]=1[C:58](=[O:60])N(C)C2. (3) Given the product [CH3:19][O:18][C:15]1[C:16]2[N:17]=[C:8]([C:7]3[C:2]([C:26]4[CH:25]=[CH:24][CH:23]=[C:22]([CH3:21])[N:27]=4)=[N:3][CH:4]=[CH:5][CH:6]=3)[CH:9]=[CH:10][C:11]=2[N:12]=[CH:13][N:14]=1, predict the reactants needed to synthesize it. The reactants are: Cl[C:2]1[C:7]([C:8]2[CH:9]=[CH:10][C:11]3[N:12]=[CH:13][N:14]=[C:15]([O:18][CH3:19])[C:16]=3[N:17]=2)=[CH:6][CH:5]=[CH:4][N:3]=1.[Br-].[CH3:21][C:22]1[N:27]=[C:26]([Zn+])[CH:25]=[CH:24][CH:23]=1. (4) The reactants are: [Br:1][C:2]1[CH:3]=[C:4]2[C:8](=[CH:9][CH:10]=1)[NH:7][N:6]=[CH:5]2.[OH-].[K+].[I:13]I.[C:15](O[C:15]([O:17][C:18]([CH3:21])([CH3:20])[CH3:19])=[O:16])([O:17][C:18]([CH3:21])([CH3:20])[CH3:19])=[O:16].CN(C1C=CC=CN=1)C. Given the product [Br:1][C:2]1[CH:3]=[C:4]2[C:8](=[CH:9][CH:10]=1)[N:7]([C:15]([O:17][C:18]([CH3:21])([CH3:20])[CH3:19])=[O:16])[N:6]=[C:5]2[I:13], predict the reactants needed to synthesize it. (5) Given the product [Cl:1][C:2]1[CH:3]=[C:4]([CH:12]([CH2:16][C@H:17]2[CH2:21][CH2:20][CH2:19][O:18]2)[C:13]([NH:28][C:29]2[CH:33]=[CH:32][N:31]([CH2:34][C:35]([OH:37])([CH3:36])[CH3:38])[N:30]=2)=[O:15])[CH:5]=[CH:6][C:7]=1[S:8]([CH3:11])(=[O:9])=[O:10], predict the reactants needed to synthesize it. The reactants are: [Cl:1][C:2]1[CH:3]=[C:4]([CH:12]([CH2:16][C@H:17]2[CH2:21][CH2:20][CH2:19][O:18]2)[C:13]([OH:15])=O)[CH:5]=[CH:6][C:7]=1[S:8]([CH3:11])(=[O:10])=[O:9].C(Cl)(=O)C(Cl)=O.[NH2:28][C:29]1[CH:33]=[CH:32][N:31]([CH2:34][C:35]([CH3:38])([OH:37])[CH3:36])[N:30]=1.N1C(C)=CC=CC=1C. (6) The reactants are: C[N:2]([C:4]([NH:6][C:7]([NH2:9])=[NH:8])=[NH:5])[CH3:3].[F:10][C:11]([F:34])([F:33])[C:12]([F:32])([F:31])[C:13]([F:30])([F:29])[C:14](OC(=O)C(F)(F)C(F)(F)C(F)(F)F)=[O:15].[C:35]1(C)C=CC=CC=1. Given the product [F:31][C:12]([F:32])([C:11]([F:34])([F:33])[F:10])[C:13]([F:30])([F:29])[C:14]([N:2]([CH3:3])[C:4]([N:6]([CH3:35])[C:7](=[NH:8])[NH2:9])=[NH:5])=[O:15], predict the reactants needed to synthesize it. (7) Given the product [F:19][C:18]([F:21])([F:20])[C:17]1[C:12]([C:6]2[CH:5]=[CH:4][C:3]3[C:8](=[N:9][CH:10]=[CH:11][C:2]=3[NH:23][C:24]3[CH:29]=[CH:28][C:27]([C:30]([F:32])([F:31])[F:33])=[CH:26][N:25]=3)[N:7]=2)=[N:13][C:14]([OH:22])=[N:15][CH:16]=1, predict the reactants needed to synthesize it. The reactants are: Cl[C:2]1[CH:11]=[CH:10][N:9]=[C:8]2[C:3]=1[CH:4]=[CH:5][C:6]([C:12]1[C:17]([C:18]([F:21])([F:20])[F:19])=[CH:16][N:15]=[C:14]([OH:22])[N:13]=1)=[N:7]2.[NH2:23][C:24]1[CH:29]=[CH:28][C:27]([C:30]([F:33])([F:32])[F:31])=[CH:26][N:25]=1.C([O-])([O-])=O.[Cs+].[Cs+].CC1(C)C2C(=C(P(C3C=CC=CC=3)C3C=CC=CC=3)C=CC=2)OC2C(P(C3C=CC=CC=3)C3C=CC=CC=3)=CC=CC1=2.